Dataset: Peptide-MHC class II binding affinity with 134,281 pairs from IEDB. Task: Regression. Given a peptide amino acid sequence and an MHC pseudo amino acid sequence, predict their binding affinity value. This is MHC class II binding data. The MHC is DRB1_0701 with pseudo-sequence DRB1_0701. The peptide sequence is EKKYFAATQFEPPAA. The binding affinity (normalized) is 0.640.